From a dataset of Full USPTO retrosynthesis dataset with 1.9M reactions from patents (1976-2016). Predict the reactants needed to synthesize the given product. (1) Given the product [N:38]1[CH:39]=[CH:40][CH:41]=[CH:42][C:37]=1[C:2]1[CH:3]=[C:4]([CH:29]=[CH:30][CH:31]=1)[C:5]([NH:7][C:8]1[N:9]=[N:10][C:11]([N:14]2[C:18]([C:19]([F:21])([F:20])[F:22])=[CH:17][C:16]([C:23]3[CH:24]=[N:25][CH:26]=[CH:27][CH:28]=3)=[N:15]2)=[CH:12][CH:13]=1)=[O:6], predict the reactants needed to synthesize it. The reactants are: Br[C:2]1[CH:3]=[C:4]([CH:29]=[CH:30][CH:31]=1)[C:5]([NH:7][C:8]1[N:9]=[N:10][C:11]([N:14]2[C:18]([C:19]([F:22])([F:21])[F:20])=[CH:17][C:16]([C:23]3[CH:24]=[N:25][CH:26]=[CH:27][CH:28]=3)=[N:15]2)=[CH:12][CH:13]=1)=[O:6].C([Sn](CCCC)(CCCC)[C:37]1[CH:42]=[CH:41][CH:40]=[CH:39][N:38]=1)CCC. (2) Given the product [CH3:8][C:9]([CH:21]1[CH2:30][CH2:29][C:28]2[C:23](=[CH:24][CH:25]=[C:26]([CH2:31][CH2:32][CH2:33][CH2:34][CH2:35][CH2:36][CH2:37][CH3:38])[CH:27]=2)[C:22]1=[O:39])([C:10]([O:12][CH2:13][CH3:14])=[O:11])[C:15]([O:17][CH2:18][CH3:19])=[O:16], predict the reactants needed to synthesize it. The reactants are: [H-].[Na+].CN(C)C=O.[CH3:8][CH:9]([C:15]([O:17][CH2:18][CH3:19])=[O:16])[C:10]([O:12][CH2:13][CH3:14])=[O:11].Br[CH:21]1[CH2:30][CH2:29][C:28]2[C:23](=[CH:24][CH:25]=[C:26]([CH2:31][CH2:32][CH2:33][CH2:34][CH2:35][CH2:36][CH2:37][CH3:38])[CH:27]=2)[C:22]1=[O:39]. (3) Given the product [F:1][C:2]1[C:3]2[NH:12][C:14](=[O:16])[N:8]([CH:9]([CH3:10])[CH3:11])[C:4]=2[CH:5]=[CH:6][CH:7]=1, predict the reactants needed to synthesize it. The reactants are: [F:1][C:2]1[CH:7]=[CH:6][CH:5]=[C:4]([NH:8][CH:9]([CH3:11])[CH3:10])[C:3]=1[NH2:12].Cl[C:14](Cl)([O:16]C(=O)OC(Cl)(Cl)Cl)Cl.O.